From a dataset of Forward reaction prediction with 1.9M reactions from USPTO patents (1976-2016). Predict the product of the given reaction. (1) Given the reactants BrC1C=CC=C2C=1C=C(O)N=C2.BrC1C=C2C(C=C(O)N=C2)=CC=1.[Br:25][C:26]1[CH:40]=[CH:39][CH:38]=[CH:37][C:27]=1[CH2:28][NH:29][C:30](=[O:36])[CH:31](OC)OC, predict the reaction product. The product is: [Br:25][C:26]1[CH:40]=[CH:39][CH:38]=[C:37]2[C:27]=1[CH:28]=[N:29][C:30]([OH:36])=[CH:31]2. (2) Given the reactants [CH:1]1([C:7]2([CH3:15])[N:11]([CH3:12])[C:10](=[O:13])[NH:9][C:8]2=[O:14])[CH2:6][CH2:5][CH2:4][CH2:3][CH2:2]1.Br.Br[CH2:18][C:19]([C:21]1[CH:26]=[CH:25][N:24]=[CH:23][CH:22]=1)=[O:20], predict the reaction product. The product is: [CH:1]1([C:7]2([CH3:15])[N:11]([CH3:12])[C:10](=[O:13])[N:9]([CH2:18][C:19](=[O:20])[C:21]3[CH:26]=[CH:25][N:24]=[CH:23][CH:22]=3)[C:8]2=[O:14])[CH2:2][CH2:3][CH2:4][CH2:5][CH2:6]1. (3) Given the reactants [Cl:1][C:2]1[CH:3]=[C:4]([C@@H:12]([CH2:16][CH:17]2[CH2:21][CH2:20][CH:19]([O:22][CH:23]=[O:24])[CH2:18]2)[C:13]([OH:15])=O)[CH:5]=[CH:6][C:7]=1[S:8]([CH3:11])(=[O:10])=[O:9].C(Cl)(=O)C(Cl)=O.[NH2:31][C:32]1[CH:37]=[N:36][CH:35]=[CH:34][N:33]=1.N1C=CC=CC=1, predict the reaction product. The product is: [Cl:1][C:2]1[CH:3]=[C:4]([C@H:12]([C:13](=[O:15])[NH:31][C:32]2[CH:37]=[N:36][CH:35]=[CH:34][N:33]=2)[CH2:16][CH:17]2[CH2:21][CH2:20][CH:19]([O:22][CH:23]=[O:24])[CH2:18]2)[CH:5]=[CH:6][C:7]=1[S:8]([CH3:11])(=[O:9])=[O:10]. (4) Given the reactants [C:1](Cl)(=O)[CH2:2][CH2:3][CH2:4][CH2:5][CH2:6][CH2:7][CH3:8].[CH3:11][NH:12][C:13](=[S:16])[NH:14][NH2:15].[OH-].[K+], predict the reaction product. The product is: [CH2:2]([C:1]1[N:12]([CH3:11])[C:13]([SH:16])=[N:14][N:15]=1)[CH2:3][CH2:4][CH2:5][CH2:6][CH2:7][CH3:8]. (5) Given the reactants [CH2:1]([C:3]([C:25]1[CH:37]=[CH:36][C:28]([O:29][CH2:30][CH:31]([CH2:34][OH:35])[CH2:32][OH:33])=[C:27]([CH3:38])[CH:26]=1)([C:6]1[CH:11]=[CH:10][C:9](/[CH:12]=[CH:13]/[C:14]([OH:23])([C:19]([F:22])([F:21])[F:20])[C:15]([F:18])([F:17])[F:16])=[C:8]([CH3:24])[CH:7]=1)[CH2:4][CH3:5])[CH3:2], predict the reaction product. The product is: [CH2:1]([C:3]([C:25]1[CH:37]=[CH:36][C:28]([O:29][CH2:30][CH:31]([CH2:34][OH:35])[CH2:32][OH:33])=[C:27]([CH3:38])[CH:26]=1)([C:6]1[CH:11]=[CH:10][C:9]([CH2:12][CH2:13][C:14]([OH:23])([C:19]([F:22])([F:21])[F:20])[C:15]([F:18])([F:17])[F:16])=[C:8]([CH3:24])[CH:7]=1)[CH2:4][CH3:5])[CH3:2]. (6) Given the reactants [CH2:1]([N:8]1[C:12]2[CH:13]=[CH:14][C:15]3[N:16]([C:17]([CH3:20])=[N:18][N:19]=3)[C:11]=2[CH:10]=[C:9]1[C:21]1[CH:25]=[CH:24][N:23]([C:26]2([CH2:30][C:31]#[N:32])[CH2:29][NH:28][CH2:27]2)[N:22]=1)[C:2]1[CH:7]=[CH:6][CH:5]=[CH:4][CH:3]=1.[CH3:33][S:34](Cl)(=[O:36])=[O:35].C(N(CC)CC)C, predict the reaction product. The product is: [CH2:1]([N:8]1[C:12]2[CH:13]=[CH:14][C:15]3[N:16]([C:17]([CH3:20])=[N:18][N:19]=3)[C:11]=2[CH:10]=[C:9]1[C:21]1[CH:25]=[CH:24][N:23]([C:26]2([CH2:30][C:31]#[N:32])[CH2:29][N:28]([S:34]([CH3:33])(=[O:36])=[O:35])[CH2:27]2)[N:22]=1)[C:2]1[CH:7]=[CH:6][CH:5]=[CH:4][CH:3]=1. (7) Given the reactants [CH3:1][O:2][CH2:3][CH2:4][CH2:5][OH:6].C(N(CC)CC)C.[CH3:14][S:15](Cl)(=[O:17])=[O:16], predict the reaction product. The product is: [CH3:14][S:15]([O:6][CH2:5][CH2:4][CH2:3][O:2][CH3:1])(=[O:17])=[O:16].